From a dataset of Full USPTO retrosynthesis dataset with 1.9M reactions from patents (1976-2016). Predict the reactants needed to synthesize the given product. Given the product [Cl:1][C:2]1[N:6]([C:7]2[CH:8]=[C:9]([CH:15]=[CH:16][CH:17]=2)[C:10]([OH:12])=[O:11])[C:5]2[CH:18]=[CH:19][C:20]([C:22]([F:25])([F:24])[F:23])=[CH:21][C:4]=2[N:3]=1, predict the reactants needed to synthesize it. The reactants are: [Cl:1][C:2]1[N:6]([C:7]2[CH:8]=[C:9]([CH:15]=[CH:16][CH:17]=2)[C:10]([O:12]CC)=[O:11])[C:5]2[CH:18]=[CH:19][C:20]([C:22]([F:25])([F:24])[F:23])=[CH:21][C:4]=2[N:3]=1.[OH-].[Na+].Cl.C(OCC)(=O)C.